This data is from Forward reaction prediction with 1.9M reactions from USPTO patents (1976-2016). The task is: Predict the product of the given reaction. Given the reactants [NH2:1][C:2]1[CH:3]=[C:4]2[C:8](=[CH:9][CH:10]=1)[NH:7][C:6](=[O:11])[C:5]2=[CH:12][C:13]1[N:14]=[CH:15][NH:16][CH:17]=1.C[Si]([N:22]=[C:23]=[O:24])(C)C.O1CCC[CH2:26]1, predict the reaction product. The product is: [NH:1]([C:2]1[CH:3]=[C:4]2[C:8](=[CH:9][CH:10]=1)[NH:7][C:6](=[O:11])[C:5]2=[C:12]([C:13]1[N:14]=[CH:15][NH:16][CH:17]=1)[CH3:26])[C:23]([NH2:22])=[O:24].